Dataset: Catalyst prediction with 721,799 reactions and 888 catalyst types from USPTO. Task: Predict which catalyst facilitates the given reaction. (1) Product: [Cl:14][CH:4]([C:6]1[CH:11]=[CH:10][C:9]([F:12])=[CH:8][C:7]=1[F:13])[CH2:3][CH2:2][Cl:1]. The catalyst class is: 6. Reactant: [Cl:1][CH2:2][CH2:3][CH:4]([C:6]1[CH:11]=[CH:10][C:9]([F:12])=[CH:8][C:7]=1[F:13])O.[ClH:14]. (2) Reactant: [CH2:1]([NH2:3])[CH3:2].C([O:6][C:7]([C:9]1[N:14]2[N:15]=[C:16]([NH:18][C:19]([NH:21][CH2:22][CH3:23])=[O:20])[N:17]=[C:13]2[CH:12]=[C:11]([Br:24])[CH:10]=1)=O)C.NC(N)=S. Product: [CH2:1]([NH:3][C:7]([C:9]1[N:14]2[N:15]=[C:16]([NH:18][C:19]([NH:21][CH2:22][CH3:23])=[O:20])[N:17]=[C:13]2[CH:12]=[C:11]([Br:24])[CH:10]=1)=[O:6])[CH3:2]. The catalyst class is: 8. (3) Reactant: P(Cl)(Cl)([Cl:3])=O.[CH2:6]([O:13][C:14]1[CH:23]=[C:22]2[C:17]([C:18](O)=[C:19]([N+:24]([O-:26])=[O:25])[CH:20]=[N:21]2)=[CH:16][CH:15]=1)[C:7]1[CH:12]=[CH:11][CH:10]=[CH:9][CH:8]=1. Product: [CH2:6]([O:13][C:14]1[CH:23]=[C:22]2[C:17]([C:18]([Cl:3])=[C:19]([N+:24]([O-:26])=[O:25])[CH:20]=[N:21]2)=[CH:16][CH:15]=1)[C:7]1[CH:12]=[CH:11][CH:10]=[CH:9][CH:8]=1. The catalyst class is: 204. (4) Reactant: [CH3:1][C:2]1([CH3:12])[CH2:4][C:3]1([C:6]1[CH:11]=[N:10][CH:9]=[CH:8][N:7]=1)[OH:5]. Product: [CH3:1][C:2]1([CH3:12])[CH2:4][C:3]1([CH:6]1[CH2:11][NH:10][CH2:9][CH2:8][NH:7]1)[OH:5]. The catalyst class is: 663.